The task is: Predict the reaction yield, written as a fraction of the theoretical maximum amount of product (1.0 means a 100% yield; for example, 0.34 means a 34% yield).. This data is from Reaction yield outcomes from USPTO patents with 853,638 reactions. (1) The reactants are [Br:1][C:2]1[CH:3]=[CH:4][C:5]([OH:21])=[C:6]([C:8]([C:10]2[CH:11]=[N:12][N:13]([C:15]3[CH:20]=[CH:19][CH:18]=[CH:17][CH:16]=3)[CH:14]=2)=[O:9])[CH:7]=1.[C:22]([O-:25])([O-])=[O:23].[K+].[K+].[CH3:28][C:29](C)=O. No catalyst specified. The product is [Br:1][C:2]1[CH:3]=[CH:4][C:5]([O:21][C@@H:28]([CH3:29])[C:22]([OH:25])=[O:23])=[C:6]([C:8]([C:10]2[CH:11]=[N:12][N:13]([C:15]3[CH:20]=[CH:19][CH:18]=[CH:17][CH:16]=3)[CH:14]=2)=[O:9])[CH:7]=1. The yield is 0.460. (2) The reactants are [NH2:1][C:2]1[C:11](I)=[CH:10][C:5]([C:6]([O:8][CH3:9])=[O:7])=[C:4]([O:13][CH3:14])[CH:3]=1.[C:15]([Zn]C#N)#[N:16].O.CO. The catalyst is CN(C)C=O.C1C=CC([P]([Pd]([P](C2C=CC=CC=2)(C2C=CC=CC=2)C2C=CC=CC=2)([P](C2C=CC=CC=2)(C2C=CC=CC=2)C2C=CC=CC=2)[P](C2C=CC=CC=2)(C2C=CC=CC=2)C2C=CC=CC=2)(C2C=CC=CC=2)C2C=CC=CC=2)=CC=1.CCOCC. The product is [NH2:1][C:2]1[C:11]([C:15]#[N:16])=[CH:10][C:5]([C:6]([O:8][CH3:9])=[O:7])=[C:4]([O:13][CH3:14])[CH:3]=1. The yield is 0.760. (3) The reactants are Cl[C:2]1[N:7]=[C:6]([CH3:8])[C:5]([CH:9]([CH2:14][CH2:15][CH3:16])[C:10]([O:12][CH3:13])=[O:11])=[C:4]([C:17]2[CH:22]=[CH:21][C:20]([CH3:23])=[CH:19][CH:18]=2)[N:3]=1.[C:24]1([CH:30]2[CH2:35][CH2:34][CH2:33][NH:32][CH2:31]2)[CH:29]=[CH:28][CH:27]=[CH:26][CH:25]=1.C(N(CC)CC)C. The catalyst is O1CCCC1.C(=O)([O-])O. The product is [CH3:8][C:6]1[C:5]([CH:9]([CH2:14][CH2:15][CH3:16])[C:10]([O:12][CH3:13])=[O:11])=[C:4]([C:17]2[CH:22]=[CH:21][C:20]([CH3:23])=[CH:19][CH:18]=2)[N:3]=[C:2]([N:32]2[CH2:33][CH2:34][CH2:35][CH:30]([C:24]3[CH:29]=[CH:28][CH:27]=[CH:26][CH:25]=3)[CH2:31]2)[N:7]=1. The yield is 0.330. (4) The reactants are [CH:1]([C:4]1[CH:9]=[C:8]([CH:10]([CH3:12])[CH3:11])[CH:7]=[C:6]([CH:13]([CH3:15])[CH3:14])[C:5]=1[C:16]1[CH:21]=[CH:20][CH:19]=[CH:18][C:17]=1[PH2:22])([CH3:3])[CH3:2].[CH3:23][C:24](=[CH:26][C:27](=[O:32])[CH:28]=[C:29]([CH3:31])[CH3:30])[CH3:25]. No catalyst specified. The product is [CH3:30][C:29]1([CH3:31])[CH2:28][C:27](=[O:32])[CH2:26][C:24]([CH3:25])([CH3:23])[P:22]1[C:17]1[CH:18]=[CH:19][CH:20]=[CH:21][C:16]=1[C:5]1[C:6]([CH:13]([CH3:14])[CH3:15])=[CH:7][C:8]([CH:10]([CH3:11])[CH3:12])=[CH:9][C:4]=1[CH:1]([CH3:2])[CH3:3]. The yield is 0.740. (5) The reactants are S(Cl)(Cl)=O.[CH2:5]([O:8][C:9]1[CH:14]=[CH:13][C:12]([C:15]2[CH:19]=[C:18]([CH2:20][C:21]([OH:23])=[O:22])[O:17][N:16]=2)=[C:11]([C:24]([F:27])([F:26])[F:25])[CH:10]=1)[CH2:6][CH3:7].[CH3:28]O. No catalyst specified. The product is [CH2:5]([O:8][C:9]1[CH:14]=[CH:13][C:12]([C:15]2[CH:19]=[C:18]([CH2:20][C:21]([O:23][CH3:28])=[O:22])[O:17][N:16]=2)=[C:11]([C:24]([F:26])([F:27])[F:25])[CH:10]=1)[CH2:6][CH3:7]. The yield is 0.990.